Dataset: CYP3A4 inhibition data for predicting drug metabolism from PubChem BioAssay. Task: Regression/Classification. Given a drug SMILES string, predict its absorption, distribution, metabolism, or excretion properties. Task type varies by dataset: regression for continuous measurements (e.g., permeability, clearance, half-life) or binary classification for categorical outcomes (e.g., BBB penetration, CYP inhibition). Dataset: cyp3a4_veith. (1) The drug is N#Cc1c(-c2ccccc2)no[n+]1[O-]. The result is 1 (inhibitor). (2) The drug is COC(=O)/C(=C\C(=O)c1ccccc1)Nc1cccc(C(F)(F)F)c1. The result is 0 (non-inhibitor). (3) The molecule is CC[C@H](C)C(=O)O[C@H]1CCC=C2C=C[C@H](C)[C@H](CC[C@@H]3C[C@H](O)CC(=O)O3)[C@H]21. The result is 1 (inhibitor). (4) The drug is CNC(=O)[C@@H]1O[C@@H](n2cnc3c(NCc4ccc(I)cc4)nc(Cl)nc32)[C@H](O)[C@@H]1O. The result is 1 (inhibitor). (5) The molecule is CS(=O)(=O)Nc1cccc(-c2ccc3ncnc(NCc4cccnc4)c3c2)c1. The result is 1 (inhibitor). (6) The molecule is CO[C@@H](C)[C@](O)(C(=O)OCC1=CCN2CC[C@@H](O)[C@H]12)C(C)C. The result is 0 (non-inhibitor).